From a dataset of Full USPTO retrosynthesis dataset with 1.9M reactions from patents (1976-2016). Predict the reactants needed to synthesize the given product. (1) Given the product [Cl:1][C:2]1[C:3]([CH3:17])=[CH:4][C:5]([O:10][CH:11]2[CH2:16][CH2:15][O:14][CH2:13][CH2:12]2)=[C:6]([CH:7]=[N:39][C:37]([O:46][Si:19]([CH3:26])([CH3:25])[CH3:18])=[CH2:38])[CH:9]=1, predict the reactants needed to synthesize it. The reactants are: [Cl:1][C:2]1[C:3]([CH3:17])=[CH:4][C:5]([O:10][CH:11]2[CH2:16][CH2:15][O:14][CH2:13][CH2:12]2)=[C:6]([CH:9]=1)[CH:7]=O.[CH3:18][Si:19]([CH3:26])([CH3:25])N[Si:19]([CH3:26])([CH3:25])[CH3:18].C([Li])CCC.C[Si](Cl)(C)C.[CH2:37]([N:39](CC)CC)[CH3:38].C(Cl)(=[O:46])C. (2) The reactants are: [NH2:1][C:2]1[CH:9]=[CH:8][C:5]([CH:6]=[CH2:7])=[CH:4][CH:3]=1.[F:10][C:11]([F:26])([F:25])[C:12]1[CH:13]=[C:14]([N:22]=[C:23]=[S:24])[CH:15]=[C:16]([C:18]([F:21])([F:20])[F:19])[CH:17]=1. Given the product [CH:6]([C:5]1[CH:8]=[CH:9][C:2]([NH:1][C:23]([NH:22][C:14]2[CH:15]=[C:16]([C:18]([F:19])([F:20])[F:21])[CH:17]=[C:12]([C:11]([F:10])([F:25])[F:26])[CH:13]=2)=[S:24])=[CH:3][CH:4]=1)=[CH2:7], predict the reactants needed to synthesize it. (3) The reactants are: [N:1]1[CH:6]=[CH:5][CH:4]=[CH:3][C:2]=1[C:7]1[O:11][CH:10]=[N:9][CH:8]=1.[CH2:12]([O:19][C:20]1[CH:30]=[CH:29][C:23]([O:24][CH2:25][C:26](O)=[O:27])=[CH:22][CH:21]=1)[C:13]1[CH:18]=[CH:17][CH:16]=[CH:15][CH:14]=1. Given the product [CH2:12]([O:19][C:20]1[CH:21]=[CH:22][C:23]([O:24][CH2:25][C:26]([C:10]2[O:11][C:7]([C:2]3[CH:3]=[CH:4][CH:5]=[CH:6][N:1]=3)=[CH:8][N:9]=2)=[O:27])=[CH:29][CH:30]=1)[C:13]1[CH:14]=[CH:15][CH:16]=[CH:17][CH:18]=1, predict the reactants needed to synthesize it. (4) Given the product [C:1]1([S:2]([N:9]2[CH2:10][CH2:11][N:6]([C:12]3[CH:17]=[CH:16][C:15]([NH:18][C:19]([N:21]4[CH2:29][C:28]5[C:23](=[CH:24][CH:25]=[CH:26][CH:27]=5)[CH2:22]4)=[O:20])=[CH:14][CH:13]=3)[CH2:7][CH2:8]2)(=[O:4])=[O:3])[CH:33]=[CH:32][CH:31]=[CH:39][CH:38]=1, predict the reactants needed to synthesize it. The reactants are: [CH3:1][S:2](Cl)(=[O:4])=[O:3].[N:6]1([C:12]2[CH:17]=[CH:16][C:15]([NH:18][C:19]([N:21]3[CH2:29][C:28]4[C:23](=[CH:24][CH:25]=[CH:26][CH:27]=4)[CH2:22]3)=[O:20])=[CH:14][CH:13]=2)[CH2:11][CH2:10][NH:9][CH2:8][CH2:7]1.N[C:31]1[CH:32]=[C:33]2C(=[CH:38][CH:39]=1)CN(C(N[C:31]1[CH:39]=[CH:38]C(C(=O)NCCC)=[CH:33][CH:32]=1)=O)C2. (5) Given the product [Br:1][C:2]1[CH:7]=[N:6][C:5]([O:8][CH2:9][CH2:10][O:11][C:12]2[N:17]=[CH:16][N:15]=[C:14]([NH:18][S:19](=[O:32])(=[O:33])[NH:20][CH:21]([OH:24])[CH2:22][CH3:23])[C:13]=2[C:34]2[CH:35]=[CH:36][C:37]([Br:40])=[CH:38][CH:39]=2)=[N:4][CH:3]=1, predict the reactants needed to synthesize it. The reactants are: [Br:1][C:2]1[CH:3]=[N:4][C:5]([O:8][CH2:9][CH2:10][O:11][C:12]2[N:17]=[CH:16][N:15]=[C:14]([NH:18][S:19](=[O:33])(=[O:32])[NH:20][CH:21]([O:24]CC3C=CC=CC=3)[CH2:22][CH3:23])[C:13]=2[C:34]2[CH:39]=[CH:38][C:37]([Br:40])=[CH:36][CH:35]=2)=[N:6][CH:7]=1.B(Br)(Br)Br.CO. (6) Given the product [Br:11][CH2:12][C:13]([N:4]1[CH2:5][CH2:6][CH2:7][C:2]([CH3:8])([CH3:1])[CH2:3]1)=[O:14], predict the reactants needed to synthesize it. The reactants are: [CH3:1][C:2]1([CH3:8])[CH2:7][CH2:6][CH2:5][NH:4][CH2:3]1.[OH-].[Na+].[Br:11][CH2:12][C:13](Cl)=[O:14]. (7) Given the product [OH:1][CH2:2][CH2:3][N:4]1[CH2:13][CH2:12][C:11]2[C:6](=[CH:7][CH:8]=[CH:9][CH:10]=2)[C:5]1=[O:23], predict the reactants needed to synthesize it. The reactants are: [OH:1][CH2:2][CH2:3][N:4]1[CH2:13][CH2:12][C:11]2[C:6](=[CH:7][CH:8]=[CH:9][CH:10]=2)[CH2:5]1.O.O.[Na+].[Na+].C(N(CC(O)=O)CC(O)=O)CN(CC([O-])=O)CC([O-])=[O:23].[OH-].[Na+].